This data is from Full USPTO retrosynthesis dataset with 1.9M reactions from patents (1976-2016). The task is: Predict the reactants needed to synthesize the given product. (1) Given the product [CH3:11][C:4]1[CH:3]=[C:47]([C:42]2[CH:41]=[CH:46][CH:45]=[CH:44][CH:43]=2)[CH:7]=[C:6]([N+:8]([O-:10])=[O:9])[CH:5]=1, predict the reactants needed to synthesize it. The reactants are: BrC1[CH:7]=[C:6]([N+:8]([O-:10])=[O:9])[CH:5]=[C:4]([CH3:11])[CH:3]=1.C1(B(O)O)C=CC=CC=1.C(=O)([O-])[O-].[Na+].[Na+].[C:42]1([CH3:47])[CH:43]=[CH:44][CH:45]=[CH:46][C:41]=1P([C:41]1[CH:46]=[CH:45][CH:44]=[CH:43][C:42]=1[CH3:47])[C:41]1[CH:46]=[CH:45][CH:44]=[CH:43][C:42]=1[CH3:47]. (2) Given the product [ClH:40].[C:47]([N:50]1[CH2:55][CH2:54][N:53]([CH2:41][C:42]([N:20]2[CH2:21][CH2:22][C@H:17]([O:16][C@@H:14]([C:6]3[CH:5]=[C:4]([C:3]([F:29])([F:2])[F:30])[CH:9]=[C:8]([C:10]([F:13])([F:11])[F:12])[CH:7]=3)[CH3:15])[C@H:18]([C:23]3[CH:28]=[CH:27][CH:26]=[CH:25][CH:24]=3)[CH2:19]2)=[O:43])[CH2:52][CH2:51]1)(=[O:49])[CH3:48], predict the reactants needed to synthesize it. The reactants are: Cl.[F:2][C:3]([F:30])([F:29])[C:4]1[CH:5]=[C:6]([C@H:14]([O:16][C@H:17]2[CH2:22][CH2:21][NH:20][CH2:19][C@H:18]2[C:23]2[CH:28]=[CH:27][CH:26]=[CH:25][CH:24]=2)[CH3:15])[CH:7]=[C:8]([C:10]([F:13])([F:12])[F:11])[CH:9]=1.CCN(C(C)C)C(C)C.[Cl:40][CH2:41][C:42](Cl)=[O:43].[I-].[Na+].[C:47]([N:50]1[CH2:55][CH2:54][NH:53][CH2:52][CH2:51]1)(=[O:49])[CH3:48]. (3) The reactants are: [CH2:1]([N:8]1[C:16]2[C:11](=[CH:12][C:13]([NH2:17])=[CH:14][CH:15]=2)[CH:10]=[N:9]1)[C:2]1[CH:7]=[CH:6][CH:5]=[CH:4][CH:3]=1.C(=O)([O-])[O-].[K+].[K+].Cl[C:25]1[N:33]=[CH:32][C:31]([F:34])=[CH:30][C:26]=1[C:27]([OH:29])=[O:28]. Given the product [CH2:1]([N:8]1[C:16]2[C:11](=[CH:12][C:13]([NH:17][C:25]3[N:33]=[CH:32][C:31]([F:34])=[CH:30][C:26]=3[C:27]([OH:29])=[O:28])=[CH:14][CH:15]=2)[CH:10]=[N:9]1)[C:2]1[CH:3]=[CH:4][CH:5]=[CH:6][CH:7]=1, predict the reactants needed to synthesize it. (4) Given the product [CH2:17]([O:19][C:20](=[O:21])[CH:8]([C:6]1[CH:5]=[CH:4][N:3]=[C:2]([Br:1])[CH:7]=1)[C:25]([O:28][CH2:29][CH3:30])=[O:27])[CH3:18], predict the reactants needed to synthesize it. The reactants are: [Br:1][C:2]1[CH:7]=[C:6]([CH3:8])[CH:5]=[CH:4][N:3]=1.[Li+].CC([N-]C(C)C)C.[CH2:17]([O:19][C:20](Cl)=[O:21])[CH3:18].[NH4+].[Cl-].[C:25]([O:28][CH2:29][CH3:30])(=[O:27])C. (5) Given the product [NH2:19][C:3]1[C:4]([NH:9][C:10]2[CH:15]=[CH:14][C:13]([CH2:16][CH2:17][OH:18])=[CH:12][CH:11]=2)=[N:5][C:6]([CH3:8])=[CH:7][C:2]=1[CH3:1], predict the reactants needed to synthesize it. The reactants are: [CH3:1][C:2]1[CH:7]=[C:6]([CH3:8])[N:5]=[C:4]([NH:9][C:10]2[CH:15]=[CH:14][C:13]([CH2:16][CH2:17][OH:18])=[CH:12][CH:11]=2)[C:3]=1[N+:19]([O-])=O. (6) The reactants are: C(OC([NH:8][CH:9]([C:13]1[CH:18]=[CH:17][CH:16]=[CH:15][CH:14]=1)[C:10]([OH:12])=O)=O)(C)(C)C.ClC1N=C(OC)N=C(OC)N=1.CN1CCOCC1.[Cl:37][C:38]1[CH:43]=[CH:42][C:41]([NH:44][CH2:45][CH2:46][C:47]2[CH:52]=[CH:51][C:50]([C:53]([F:56])([F:55])[F:54])=[CH:49][CH:48]=2)=[CH:40][CH:39]=1.C(O)(C(F)(F)F)=O. Given the product [NH2:8][CH:9]([C:13]1[CH:14]=[CH:15][CH:16]=[CH:17][CH:18]=1)[C:10]([N:44]([C:41]1[CH:40]=[CH:39][C:38]([Cl:37])=[CH:43][CH:42]=1)[CH2:45][CH2:46][C:47]1[CH:52]=[CH:51][C:50]([C:53]([F:54])([F:55])[F:56])=[CH:49][CH:48]=1)=[O:12], predict the reactants needed to synthesize it.